Dataset: Forward reaction prediction with 1.9M reactions from USPTO patents (1976-2016). Task: Predict the product of the given reaction. (1) Given the reactants [Cl:1][C:2]1[N:3]=[C:4]2[C:9](=[CH:10][CH:11]=1)[N:8]=[CH:7][C:6]([C:12](=[O:14])[CH3:13])=[C:5]2[NH:15][C:16]1[CH:21]=[CH:20][C:19]([CH2:22][N:23]2[CH2:28][CH2:27][N:26]([CH3:29])[CH2:25][CH2:24]2)=[CH:18][CH:17]=1.[Cl:30][C:31]1[CH:36]=[C:35](B2OC(C)(C)C(C)(C)O2)[CH:34]=[C:33]([Cl:46])[C:32]=1[OH:47].C1(N)C(F)=C(F)C(F)=C(N)C=1F.[ClH:60].Cl, predict the reaction product. The product is: [ClH:1].[ClH:30].[ClH:60].[Cl:30][C:31]1[CH:36]=[C:35]([C:2]2[N:3]=[C:4]3[C:9](=[CH:10][CH:11]=2)[N:8]=[CH:7][C:6]([C:12](=[O:14])[CH3:13])=[C:5]3[NH:15][C:16]2[CH:21]=[CH:20][C:19]([CH2:22][N:23]3[CH2:24][CH2:25][N:26]([CH3:29])[CH2:27][CH2:28]3)=[CH:18][CH:17]=2)[CH:34]=[C:33]([Cl:46])[C:32]=1[OH:47]. (2) Given the reactants [C:1]([O:5][C:6](=[O:26])[N:7]([CH2:19][C:20]1[CH:25]=[CH:24][CH:23]=[CH:22][CH:21]=1)[CH2:8][CH2:9][C:10]1[CH:15]=[CH:14][C:13]([N+:16]([O-])=O)=[CH:12][CH:11]=1)([CH3:4])([CH3:3])[CH3:2], predict the reaction product. The product is: [C:1]([O:5][C:6](=[O:26])[N:7]([CH2:8][CH2:9][C:10]1[CH:15]=[CH:14][C:13]([NH2:16])=[CH:12][CH:11]=1)[CH2:19][C:20]1[CH:25]=[CH:24][CH:23]=[CH:22][CH:21]=1)([CH3:4])([CH3:2])[CH3:3]. (3) Given the reactants [CH2:1]([N:8]([CH3:26])[CH2:9][CH2:10][N:11]1[CH:15]=[C:14]([C:16]2[CH:21]=[C:20]([C:22]([O:24]C)=[O:23])[CH:19]=[CH:18][N:17]=2)[N:13]=[CH:12]1)[C:2]1[CH:7]=[CH:6][CH:5]=[CH:4][CH:3]=1.[OH-].[Na+], predict the reaction product. The product is: [CH2:1]([N:8]([CH3:26])[CH2:9][CH2:10][N:11]1[CH:15]=[C:14]([C:16]2[CH:21]=[C:20]([C:22]([OH:24])=[O:23])[CH:19]=[CH:18][N:17]=2)[N:13]=[CH:12]1)[C:2]1[CH:3]=[CH:4][CH:5]=[CH:6][CH:7]=1. (4) Given the reactants [NH2:1][C:2]1[N:3]=[CH:4][C:5]2[CH2:11][N:10]([C:12]3[C:13](=[O:18])[NH:14][CH:15]=[CH:16][CH:17]=3)[CH2:9][CH2:8][C:6]=2[N:7]=1.[C:19]([C:23]1[CH:28]=[CH:27][C:26](I)=[CH:25][CH:24]=1)([CH3:22])([CH3:21])[CH3:20].CNCCNC.[O-]P([O-])([O-])=O.[K+].[K+].[K+], predict the reaction product. The product is: [NH2:1][C:2]1[N:3]=[CH:4][C:5]2[CH2:11][N:10]([C:12]3[C:13](=[O:18])[N:14]([C:26]4[CH:27]=[CH:28][C:23]([C:19]([CH3:22])([CH3:21])[CH3:20])=[CH:24][CH:25]=4)[CH:15]=[CH:16][CH:17]=3)[CH2:9][CH2:8][C:6]=2[N:7]=1.